This data is from hERG Central: cardiac toxicity at 1µM, 10µM, and general inhibition. The task is: Predict hERG channel inhibition at various concentrations. (1) The drug is O=C(c1ccco1)N1CCN(Cc2nnc(-c3cccc(Br)c3)o2)CC1. Results: hERG_inhib (hERG inhibition (general)): blocker. (2) The compound is COc1cccc(CSc2nnc(CSc3nc4nc(C)cc(C)n4n3)s2)c1. Results: hERG_inhib (hERG inhibition (general)): blocker.